From a dataset of Reaction yield outcomes from USPTO patents with 853,638 reactions. Predict the reaction yield, written as a fraction of the theoretical maximum amount of product (1.0 means a 100% yield; for example, 0.34 means a 34% yield). The reactants are [C:1]([O:5][C:6]([N:8]1[CH2:12][CH2:11][CH2:10][C@H:9]1[CH2:13][O:14][C:15]1[CH:20]=[CH:19][C:18]([O:21]CC2C=CC=CC=2)=[CH:17][CH:16]=1)=[O:7])([CH3:4])([CH3:3])[CH3:2]. The catalyst is CCO.C1COCC1.[Pd]. The product is [C:1]([O:5][C:6]([N:8]1[CH2:12][CH2:11][CH2:10][C@H:9]1[CH2:13][O:14][C:15]1[CH:20]=[CH:19][C:18]([OH:21])=[CH:17][CH:16]=1)=[O:7])([CH3:4])([CH3:2])[CH3:3]. The yield is 0.700.